This data is from Peptide-MHC class II binding affinity with 134,281 pairs from IEDB. The task is: Regression. Given a peptide amino acid sequence and an MHC pseudo amino acid sequence, predict their binding affinity value. This is MHC class II binding data. The peptide sequence is ELLEFHYYLSSKLNK. The MHC is DRB1_0404 with pseudo-sequence DRB1_0404. The binding affinity (normalized) is 0.517.